The task is: Predict which catalyst facilitates the given reaction.. This data is from Catalyst prediction with 721,799 reactions and 888 catalyst types from USPTO. (1) Reactant: [N:1]1[CH:6]=[CH:5][CH:4]=[CH:3][C:2]=1[CH2:7][NH:8][C:9]1[CH:14]=[C:13]([C:15]([F:18])([F:17])[F:16])[C:12]([Cl:19])=[C:11]([Cl:20])[N:10]=1.[H-].[Na+].[CH2:23](Br)[CH:24]=[CH2:25].O. Product: [CH2:25]([N:8]([C:9]1[CH:14]=[C:13]([C:15]([F:18])([F:16])[F:17])[C:12]([Cl:19])=[C:11]([Cl:20])[N:10]=1)[CH2:7][C:2]1[CH:3]=[CH:4][CH:5]=[CH:6][N:1]=1)[CH:24]=[CH2:23]. The catalyst class is: 9. (2) Reactant: F[C:2](F)(F)[C:3]([O-])=O.[C:8]([NH:11][C:12]1[S:20][C:15]2[CH2:16][NH2+:17][CH2:18][CH2:19][C:14]=2[C:13]=1[C:21]1[S:22][C:23]([CH3:27])=[C:24]([CH3:26])[N:25]=1)(=[O:10])[CH3:9].C(=O)C.C(O[BH-](OC(=O)C)OC(=O)C)(=O)C.[Na+]. Product: [CH3:26][C:24]1[N:25]=[C:21]([C:13]2[C:14]3[CH2:19][CH2:18][N:17]([CH2:2][CH3:3])[CH2:16][C:15]=3[S:20][C:12]=2[NH:11][C:8](=[O:10])[CH3:9])[S:22][C:23]=1[CH3:27]. The catalyst class is: 576. (3) Product: [CH3:22][C:17]1[NH:16][CH:15]=[N:19][C:18]=1[CH2:20][N:34]1[C:33](=[O:37])[C:26]2[C:27]3[CH:28]=[CH:29][CH:30]=[CH:31][C:32]=3[N:24]([CH3:23])[C:25]=2[CH2:36][CH2:35]1. The catalyst class is: 9. Reactant: FC(F)(F)C(O)=O.C([C:15]1[NH:16][C:17]([CH3:22])=[C:18]([CH2:20]O)[N:19]=1)(OC(C)(C)C)=O.[CH3:23][N:24]1[C:32]2[CH:31]=[CH:30][CH:29]=[CH:28][C:27]=2[C:26]2[C:33](=[O:37])[NH:34][CH2:35][CH2:36][C:25]1=2. (4) Reactant: [NH2:1][CH2:2][C:3]1[CH:4]=[C:5]([CH:8]=[C:9]([Br:11])[CH:10]=1)[C:6]#[N:7].C([O-])([O-])=O.[Na+].[Na+].[CH3:18][C:19]([O:22][C:23](O[C:23]([O:22][C:19]([CH3:21])([CH3:20])[CH3:18])=[O:24])=[O:24])([CH3:21])[CH3:20]. Product: [Br:11][C:9]1[CH:8]=[C:5]([CH2:6][NH:7][C:23](=[O:24])[O:22][C:19]([CH3:21])([CH3:20])[CH3:18])[CH:4]=[C:3]([C:2]#[N:1])[CH:10]=1. The catalyst class is: 2. (5) Product: [CH2:11]([C:4]1[S:3][C:2]2[NH:1][C:14](=[O:16])[N:36]([CH2:35][CH2:34][O:33][CH3:32])[C:7](=[O:9])[C:6]=2[CH:5]=1)[CH3:12]. The catalyst class is: 2. Reactant: [NH2:1][C:2]1[S:3][C:4]([CH2:11][CH3:12])=[CH:5][C:6]=1[C:7]([O:9]C)=O.Cl[C:14](Cl)([O:16]C(=O)OC(Cl)(Cl)Cl)Cl.C(N(CC)CC)C.[CH3:32][O:33][CH2:34][CH2:35][NH2:36]. (6) Reactant: CCN(C(C)C)C(C)C.[C:10]([C:14]1[N:22]=[C:21]2[C:17]([N:18]=[CH:19][N:20]2[CH2:23][C:24]2[C:29]([Cl:30])=[CH:28][CH:27]=[CH:26][N:25]=2)=[C:16](Cl)[N:15]=1)([CH3:13])([CH3:12])[CH3:11].Cl.[NH:33]1[CH2:37][CH2:36][CH2:35][C@@H:34]1[C:38]#[N:39].O. Product: [C:10]([C:14]1[N:22]=[C:21]2[C:17]([N:18]=[CH:19][N:20]2[CH2:23][C:24]2[C:29]([Cl:30])=[CH:28][CH:27]=[CH:26][N:25]=2)=[C:16]([N:33]2[CH2:37][CH2:36][CH2:35][C@@H:34]2[C:38]#[N:39])[N:15]=1)([CH3:13])([CH3:12])[CH3:11]. The catalyst class is: 12.